This data is from Forward reaction prediction with 1.9M reactions from USPTO patents (1976-2016). The task is: Predict the product of the given reaction. (1) Given the reactants [Br:1]N1C(=O)CCC1=O.[Cl:9][C:10]1[C:11]([N+:17]([O-:19])=[O:18])=[C:12]([CH:14]=[CH:15][CH:16]=1)[NH2:13], predict the reaction product. The product is: [Br:1][C:16]1[CH:15]=[CH:14][C:12]([NH2:13])=[C:11]([N+:17]([O-:19])=[O:18])[C:10]=1[Cl:9]. (2) The product is: [C:1]([C:5]1[C:19]([OH:20])=[C:18]([CH2:3][C:1]([CH3:4])=[CH2:2])[C:8]2[CH2:9][C:10]3([O:17][C:7]=2[CH:6]=1)[CH2:16][CH2:15][CH2:14][CH2:13][CH2:12][CH2:11]3)([CH3:2])([CH3:3])[CH3:4]. Given the reactants [C:1]([C:5]1[C:19]([O:20]CC(C)=C)=[CH:18][C:8]2[CH2:9][C:10]3([O:17][C:7]=2[CH:6]=1)[CH2:16][CH2:15][CH2:14][CH2:13][CH2:12][CH2:11]3)([CH3:4])([CH3:3])[CH3:2], predict the reaction product. (3) Given the reactants [O:1]1[C:5]([CH2:6][OH:7])=[CH:4][N:3]=[CH:2]1.N1C=CN=C1.[Si:13](Cl)([C:26]([CH3:29])([CH3:28])[CH3:27])([C:20]1[CH:25]=[CH:24][CH:23]=[CH:22][CH:21]=1)[C:14]1[CH:19]=[CH:18][CH:17]=[CH:16][CH:15]=1.O, predict the reaction product. The product is: [C:26]([Si:13]([C:20]1[CH:25]=[CH:24][CH:23]=[CH:22][CH:21]=1)([C:14]1[CH:15]=[CH:16][CH:17]=[CH:18][CH:19]=1)[O:7][CH2:6][C:5]1[O:1][CH:2]=[N:3][CH:4]=1)([CH3:29])([CH3:27])[CH3:28]. (4) The product is: [O:17]=[C:6]1[C:5](=[CH:4][NH:18][C:19]2[CH:24]=[CH:23][C:22]([CH2:25][S:26]([NH2:29])(=[O:27])=[O:28])=[CH:21][CH:20]=2)[C:16]2[C:8](=[CH:9][CH:10]=[C:11]3[C:15]=2[S:14][CH:13]=[N:12]3)[NH:7]1. Given the reactants C(O[CH:4]=[C:5]1[C:16]2[C:8](=[CH:9][CH:10]=[C:11]3[C:15]=2[S:14][CH:13]=[N:12]3)[NH:7][C:6]1=[O:17])C.[NH2:18][C:19]1[CH:24]=[CH:23][C:22]([CH2:25][S:26]([NH2:29])(=[O:28])=[O:27])=[CH:21][CH:20]=1, predict the reaction product. (5) Given the reactants [CH3:1][O:2][C:3]1[CH:4]=[C:5]([CH3:24])[CH:6]=[C:7]2[C:11]=1[CH:10]([NH:12][C:13]1[CH:22]=[CH:21][C:20]3[C:15](=[CH:16][CH:17]=[C:18]([NH2:23])[CH:19]=3)[N:14]=1)[CH2:9][CH2:8]2.[CH:25]([N:28]=[C:29]=[O:30])([CH3:27])[CH3:26], predict the reaction product. The product is: [CH:25]([NH:28][C:29]([NH:23][C:18]1[CH:19]=[C:20]2[C:15](=[CH:16][CH:17]=1)[N:14]=[C:13]([NH:12][CH:10]1[C:11]3[C:7](=[CH:6][C:5]([CH3:24])=[CH:4][C:3]=3[O:2][CH3:1])[CH2:8][CH2:9]1)[CH:22]=[CH:21]2)=[O:30])([CH3:27])[CH3:26]. (6) Given the reactants [CH3:1][OH:2].[O:3]1[CH:5]([CH2:6][CH2:7][CH2:8][CH2:9][CH2:10][CH2:11][CH2:12][CH3:13])[CH2:4]1, predict the reaction product. The product is: [CH3:1][O:2][CH2:4][CH:5]([OH:3])[CH2:6][CH2:7][CH2:8][CH2:9][CH2:10][CH2:11][CH2:12][CH3:13].